From a dataset of Reaction yield outcomes from USPTO patents with 853,638 reactions. Predict the reaction yield, written as a fraction of the theoretical maximum amount of product (1.0 means a 100% yield; for example, 0.34 means a 34% yield). (1) The reactants are [Cl:1][C:2]1[CH:3]=[CH:4][CH:5]=[C:6]2[C:11]=1[N:10]=[C:9]([CH2:12]Cl)[N:8]([C:14]1[CH:19]=[CH:18][CH:17]=[CH:16][C:15]=1[Cl:20])[C:7]2=[O:21].O.[SH:23][C:24]1[N:32]=[CH:31][N:30]=[C:29]2[C:25]=1[NH:26][CH:27]=[N:28]2.C([O-])([O-])=O.[K+].[K+]. The catalyst is CN(C=O)C. The product is [Cl:1][C:2]1[CH:3]=[CH:4][CH:5]=[C:6]2[C:11]=1[N:10]=[C:9]([CH2:12][S:23][C:24]1[N:32]=[CH:31][N:30]=[C:29]3[C:25]=1[N:26]=[CH:27][NH:28]3)[N:8]([C:14]1[CH:19]=[CH:18][CH:17]=[CH:16][C:15]=1[Cl:20])[C:7]2=[O:21]. The yield is 0.750. (2) The reactants are [OH:1][CH:2]1[CH2:6][N:5]([C@@H](C2C=CC=CC=2)C)[CH2:4][C@:3]1([CH3:22])[C:15]([O:17][C:18]([CH3:21])([CH3:20])[CH3:19])=[O:16].Cl.C(=O)([O-])O.[Na+].[CH2:29]([O:36][C:37](Cl)=[O:38])[C:30]1[CH:35]=[CH:34][CH:33]=[CH:32][CH:31]=1. The catalyst is C(O)C.[C].[Pd].[H][H].O.O1CCCC1. The product is [CH2:29]([O:36][C:37]([N:5]1[CH2:6][CH:2]([OH:1])[C@@:3]([CH3:22])([C:15]([O:17][C:18]([CH3:21])([CH3:20])[CH3:19])=[O:16])[CH2:4]1)=[O:38])[C:30]1[CH:35]=[CH:34][CH:33]=[CH:32][CH:31]=1. The yield is 0.900. (3) The reactants are [CH2:1]([C@H:8]([NH:21][C:22](=[O:28])[O:23][C:24]([CH3:27])([CH3:26])[CH3:25])[CH2:9][C@H:10]([OH:20])[C@@H:11]([NH2:19])[CH2:12][C:13]1[CH:18]=[CH:17][CH:16]=[CH:15][CH:14]=1)[C:2]1[CH:7]=[CH:6][CH:5]=[CH:4][CH:3]=1.[CH3:29][C:30]1[CH:40]=[CH:39][CH:38]=[C:37]([CH3:41])[C:31]=1[O:32][CH2:33][C:34](O)=[O:35].ON1C2C=CC=CC=2N=N1.CN1CCOCC1. The catalyst is CN(C)C=O. The product is [CH2:1]([C@H:8]([NH:21][C:22](=[O:28])[O:23][C:24]([CH3:25])([CH3:27])[CH3:26])[CH2:9][C@H:10]([OH:20])[C@@H:11]([NH:19][C:34](=[O:35])[CH2:33][O:32][C:31]1[C:30]([CH3:29])=[CH:40][CH:39]=[CH:38][C:37]=1[CH3:41])[CH2:12][C:13]1[CH:14]=[CH:15][CH:16]=[CH:17][CH:18]=1)[C:2]1[CH:7]=[CH:6][CH:5]=[CH:4][CH:3]=1. The yield is 0.767. (4) The reactants are [CH3:1][C:2]1[N:6]=[CH:5][NH:4][N:3]=1.Cl[C:8]1[CH:13]=[CH:12][C:11]([N+:14]([O-:16])=[O:15])=[CH:10][C:9]=1[O:17][CH3:18].[OH-].[K+].O. The catalyst is CS(C)=O. The product is [CH3:18][O:17][C:9]1[CH:10]=[C:11]([N+:14]([O-:16])=[O:15])[CH:12]=[CH:13][C:8]=1[N:4]1[CH:5]=[N:6][C:2]([CH3:1])=[N:3]1. The yield is 0.260. (5) The reactants are [CH:1]([C:3]1[CH:4]=[C:5]2[C:10](=[CH:11][CH:12]=1)[O:9][CH2:8][CH2:7][CH2:6]2)=[CH2:2].B1C2CCCC1CCC2.C1C[O:25]CC1. No catalyst specified. The product is [OH:25][CH2:2][CH2:1][C:3]1[CH:4]=[C:5]2[C:10](=[CH:11][CH:12]=1)[O:9][CH2:8][CH2:7][CH2:6]2. The yield is 0.240.